Dataset: Reaction yield outcomes from USPTO patents with 853,638 reactions. Task: Predict the reaction yield, written as a fraction of the theoretical maximum amount of product (1.0 means a 100% yield; for example, 0.34 means a 34% yield). The reactants are [SH:1][C:2]1[CH:7]=[CH:6][C:5]([N+:8]([O-:10])=[O:9])=[CH:4][N:3]=1.O.[C:12](=O)([O-])[O-].[Na+].[Na+].CI. The catalyst is O.C(O)C. The product is [N+:8]([C:5]1[CH:4]=[N:3][C:2]([S:1][CH3:12])=[CH:7][CH:6]=1)([O-:10])=[O:9]. The yield is 1.00.